This data is from Full USPTO retrosynthesis dataset with 1.9M reactions from patents (1976-2016). The task is: Predict the reactants needed to synthesize the given product. (1) Given the product [Br:16][C:13]1[CH:14]=[CH:15][C:10]([CH:8]2[N:7]([C:18]3[CH:23]=[CH:22][CH:21]=[CH:20][C:19]=3[Cl:24])[N:6]=[C:5]([C:3]([OH:4])=[O:2])[CH2:9]2)=[C:11]([F:17])[CH:12]=1, predict the reactants needed to synthesize it. The reactants are: C[O:2][C:3]([C:5]1[CH2:9][CH:8]([C:10]2[CH:15]=[CH:14][C:13]([Br:16])=[CH:12][C:11]=2[F:17])[N:7]([C:18]2[CH:23]=[CH:22][CH:21]=[CH:20][C:19]=2[Cl:24])[N:6]=1)=[O:4].[OH-].[K+].CO. (2) The reactants are: Cl.[C:2]([C:4]1([NH:10][C:11]([CH:13]([NH:19][C:20]([N:22]2[CH2:27][CH2:26][O:25][CH2:24][CH2:23]2)=[O:21])[CH2:14][C:15]([CH3:18])([CH3:17])[CH3:16])=[O:12])[CH2:9][CH2:8][NH:7][CH2:6][CH2:5]1)#[N:3].[N:28]1([C:34](Cl)=[O:35])[CH2:33][CH2:32][O:31][CH2:30][CH2:29]1.CN1CCOCC1. Given the product [C:2]([C:4]1([NH:10][C:11]([CH:13]([NH:19][C:20]([N:22]2[CH2:23][CH2:24][O:25][CH2:26][CH2:27]2)=[O:21])[CH2:14][C:15]([CH3:18])([CH3:17])[CH3:16])=[O:12])[CH2:5][CH2:6][N:7]([C:34]([N:28]2[CH2:33][CH2:32][O:31][CH2:30][CH2:29]2)=[O:35])[CH2:8][CH2:9]1)#[N:3], predict the reactants needed to synthesize it.